This data is from Reaction yield outcomes from USPTO patents with 853,638 reactions. The task is: Predict the reaction yield, written as a fraction of the theoretical maximum amount of product (1.0 means a 100% yield; for example, 0.34 means a 34% yield). The reactants are Cl.[CH:2]([N:5]1[C:9]([C:10]2[N:19]=[C:18]3[N:12]([CH2:13][CH2:14][O:15][C:16]4[CH:23]=[C:22]([CH:24]5[CH2:29][CH2:28][NH:27][CH2:26][CH2:25]5)[CH:21]=[CH:20][C:17]=43)[CH:11]=2)=[N:8][C:7]([CH3:30])=[N:6]1)([CH3:4])[CH3:3].C(N(CC)CC)C.Cl[CH2:39][C:40]([NH:42][CH:43]([CH3:45])[CH3:44])=[O:41]. The catalyst is C(Cl)Cl.[I-].C([N+](CCCC)(CCCC)CCCC)CCC. The product is [CH:43]([NH:42][C:40](=[O:41])[CH2:39][N:27]1[CH2:28][CH2:29][CH:24]([C:22]2[CH:21]=[CH:20][C:17]3[C:18]4[N:12]([CH:11]=[C:10]([C:9]5[N:5]([CH:2]([CH3:4])[CH3:3])[N:6]=[C:7]([CH3:30])[N:8]=5)[N:19]=4)[CH2:13][CH2:14][O:15][C:16]=3[CH:23]=2)[CH2:25][CH2:26]1)([CH3:45])[CH3:44]. The yield is 0.510.